From a dataset of Forward reaction prediction with 1.9M reactions from USPTO patents (1976-2016). Predict the product of the given reaction. Given the reactants [OH:1][CH:2]([CH2:15]CC)[CH2:3][CH2:4][CH2:5]/[CH:6]=[CH:7]\[CH2:8][CH2:9][CH2:10][CH2:11][C:12]([OH:14])=[O:13].OC(CC)CCCC/C=C\CCCCC(O)=O.OC(C)CCCCC/C=C\CCCCC(O)=O.OC(CCC)CCCC/C=C\CCCCC(O)=O.OC(CC)CCCCC/C=C\CCCCC(O)=O.OC(C)CCCCCC/C=C\CCCCC(O)=O.OC(CCC)CCCCC/C=C\CCCCC(O)=O.OC(CC)CCCCCC/C=C\CCCCC(O)=O.OC(C)CCCCCCC/C=C\CCCCC(O)=O, predict the reaction product. The product is: [OH:1][CH:2]([CH3:15])[CH2:3][CH2:4][CH2:5]/[CH:6]=[CH:7]\[CH2:8][CH2:9][CH2:10][CH2:11][C:12]([OH:14])=[O:13].